This data is from Full USPTO retrosynthesis dataset with 1.9M reactions from patents (1976-2016). The task is: Predict the reactants needed to synthesize the given product. (1) Given the product [CH2:9]([C:13]1[N:14]=[C:15]([CH3:45])[N:16]([C:37]2[N:42]=[CH:41][C:40]([O:43][CH3:44])=[CH:39][N:38]=2)[C:17](=[O:36])[C:18]=1[CH2:19][C:20]1[CH:25]=[CH:24][C:23]([C:26]2[CH:31]=[CH:30][CH:29]=[CH:28][C:27]=2[S:32]([NH:35][C:4](=[O:7])[CH2:5][CH3:6])(=[O:34])=[O:33])=[CH:22][CH:21]=1)[CH2:10][CH2:11][CH3:12], predict the reactants needed to synthesize it. The reactants are: ClCCl.[C:4](Cl)(=[O:7])[CH2:5][CH3:6].[CH2:9]([C:13]1[N:14]=[C:15]([CH3:45])[N:16]([C:37]2[N:42]=[CH:41][C:40]([O:43][CH3:44])=[CH:39][N:38]=2)[C:17](=[O:36])[C:18]=1[CH2:19][C:20]1[CH:25]=[CH:24][C:23]([C:26]2[C:27]([S:32]([NH2:35])(=[O:34])=[O:33])=[CH:28][CH:29]=[CH:30][CH:31]=2)=[CH:22][CH:21]=1)[CH2:10][CH2:11][CH3:12].C(N(CC)CC)C. (2) Given the product [Cl:11][CH2:12][C:13]([N:1]1[C:10]2[C:5](=[CH:6][CH:7]=[CH:8][CH:9]=2)[CH2:4][CH2:3][CH2:2]1)=[O:14], predict the reactants needed to synthesize it. The reactants are: [NH:1]1[C:10]2[C:5](=[CH:6][CH:7]=[CH:8][CH:9]=2)[CH2:4][CH2:3][CH2:2]1.[Cl:11][CH2:12][C:13](Cl)=[O:14].CCN(CC)CC. (3) Given the product [Si:1]([O:18][CH2:19][C:20]1[C:21]([N:36]2[CH2:37][C@H:38]([CH3:43])[O:39][C@H:40]([CH3:42])[CH2:41]2)=[C:22]([F:35])[C:23]([F:34])=[C:24]([C:26]([C:28]2[N:32]([CH3:33])[CH:31]=[N:30][CH:29]=2)=[O:27])[CH:25]=1)([C:14]([CH3:15])([CH3:16])[CH3:17])([C:2]1[CH:7]=[CH:6][CH:5]=[CH:4][CH:3]=1)[C:8]1[CH:9]=[CH:10][CH:11]=[CH:12][CH:13]=1, predict the reactants needed to synthesize it. The reactants are: [Si:1]([O:18][CH2:19][C:20]1[C:21]([N:36]2[CH2:41][C@H:40]([CH3:42])[O:39][C@H:38]([CH3:43])[CH2:37]2)=[C:22]([F:35])[C:23]([F:34])=[C:24]([CH:26]([C:28]2[N:32]([CH3:33])[CH:31]=[N:30][CH:29]=2)[OH:27])[CH:25]=1)([C:14]([CH3:17])([CH3:16])[CH3:15])([C:8]1[CH:13]=[CH:12][CH:11]=[CH:10][CH:9]=1)[C:2]1[CH:7]=[CH:6][CH:5]=[CH:4][CH:3]=1. (4) Given the product [CH2:1]([O:3][C:4]([C:6]1[S:10][C:9]([NH:11][C:27]([C:24]2([C:22]3[CH:21]=[CH:20][C:19]4[O:15][CH2:16][O:17][C:18]=4[CH:23]=3)[CH2:26][CH2:25]2)=[O:28])=[N:8][C:7]=1[CH2:12][CH2:13][CH3:14])=[O:5])[CH3:2], predict the reactants needed to synthesize it. The reactants are: [CH2:1]([O:3][C:4]([C:6]1[S:10][C:9]([NH2:11])=[N:8][C:7]=1[CH2:12][CH2:13][CH3:14])=[O:5])[CH3:2].[O:15]1[C:19]2[CH:20]=[CH:21][C:22]([C:24]3([C:27](O)=[O:28])[CH2:26][CH2:25]3)=[CH:23][C:18]=2[O:17][CH2:16]1.C(N(CC)CC)C.F[P-](F)(F)(F)(F)F.N1(OC(N(C)C)=[N+](C)C)C2N=CC=CC=2N=N1. (5) The reactants are: [H-].[Na+].[C:3]([NH:6][CH:7]([C:13]([O:15][CH2:16][CH3:17])=[O:14])[C:8]([O:10][CH2:11][CH3:12])=[O:9])(=[O:5])[CH3:4].[CH2:18]([C:22]1[CH:27]=[CH:26][C:25]([S:28][C:29]2[CH:34]=[CH:33][C:32]([C:35](=[O:38])[CH2:36]Cl)=[CH:31][CH:30]=2)=[CH:24][CH:23]=1)[CH2:19][CH2:20][CH3:21]. Given the product [C:3]([NH:6][C:7]([CH2:36][C:35]([C:32]1[CH:33]=[CH:34][C:29]([S:28][C:25]2[CH:26]=[CH:27][C:22]([CH2:18][CH2:19][CH2:20][CH3:21])=[CH:23][CH:24]=2)=[CH:30][CH:31]=1)=[O:38])([C:13]([O:15][CH2:16][CH3:17])=[O:14])[C:8]([O:10][CH2:11][CH3:12])=[O:9])(=[O:5])[CH3:4], predict the reactants needed to synthesize it. (6) Given the product [CH:20]([CH:8]1[C:7](=[O:23])[N:6]([CH2:5][CH2:4][C:3]([OH:24])=[O:2])[C:11]2[CH:12]=[C:13]([C:16]([F:18])([F:19])[F:17])[CH:14]=[CH:15][C:10]=2[O:9]1)([CH3:22])[CH3:21], predict the reactants needed to synthesize it. The reactants are: C[O:2][C:3](=[O:24])[CH2:4][CH2:5][N:6]1[C:11]2[CH:12]=[C:13]([C:16]([F:19])([F:18])[F:17])[CH:14]=[CH:15][C:10]=2[O:9][CH:8]([CH:20]([CH3:22])[CH3:21])[C:7]1=[O:23].[OH-].[Na+].